This data is from Full USPTO retrosynthesis dataset with 1.9M reactions from patents (1976-2016). The task is: Predict the reactants needed to synthesize the given product. (1) Given the product [CH3:16][NH:17][C:8]([C:4]1[CH:3]=[C:2]([Cl:1])[CH:7]=[CH:6][N:5]=1)=[O:10], predict the reactants needed to synthesize it. The reactants are: [Cl:1][C:2]1[CH:7]=[CH:6][N:5]=[C:4]([C:8]([OH:10])=O)[CH:3]=1.O=S(Cl)Cl.C[CH2:16][N:17](CC)CC.CN. (2) Given the product [CH3:48][O:47][C:30]1[CH:29]=[CH:28][CH:27]=[CH:32][C:31]=1[NH:33][C:34]([NH:36][C:37]1[CH:45]=[CH:44][CH:43]=[C:42]2[C:38]=1[CH:39]=[N:40][N:41]2[CH3:46])=[S:35], predict the reactants needed to synthesize it. The reactants are: CN1C2C(=C(N)C=CC=2)C=N1.N(C1C=CC=CC=1OC)=C=S.CS([C:27]1[CH:28]=[CH:29][C:30]([O:47][CH3:48])=[C:31]([NH:33][C:34]([NH:36][C:37]2[CH:45]=[CH:44][CH:43]=[C:42]3[C:38]=2[CH:39]=[N:40][N:41]3[CH3:46])=[S:35])[CH:32]=1)(=O)=O. (3) Given the product [Br:20][C:14]1[CH:13]=[C:12]([C:11]2[C:6]3[C:7](=[N:8][C:3]([NH:2][CH3:22])=[N:4][CH:5]=3)[NH:9][N:10]=2)[CH:17]=[C:16]([F:18])[C:15]=1[O:19][CH2:31][CH2:30][O:29][CH3:28], predict the reactants needed to synthesize it. The reactants are: Cl.[NH2:2][C:3]1[N:8]=[C:7]2[N:9](C)[N:10]=[C:11]([C:12]3[CH:17]=[C:16]([F:18])[C:15]([OH:19])=[C:14]([Br:20])[CH:13]=3)[C:6]2=[CH:5][N:4]=1.[C:22]([O-])([O-])=O.[K+].[K+].[CH3:28][O:29][CH2:30][CH2:31]Br. (4) Given the product [C:1]([C:5]1[CH:6]=[C:7]([C:22]([C:25]#[N:26])([CH3:23])[CH3:24])[C:8]([O:20][CH3:21])=[C:9]([NH:11][C:12]([NH:27][C@@H:28]2[CH2:36][C:35]3[C:30](=[CH:31][CH:32]=[CH:33][CH:34]=3)[C@@H:29]2[OH:37])=[O:19])[CH:10]=1)([CH3:4])([CH3:2])[CH3:3], predict the reactants needed to synthesize it. The reactants are: [C:1]([C:5]1[CH:6]=[C:7]([C:22]([C:25]#[N:26])([CH3:24])[CH3:23])[C:8]([O:20][CH3:21])=[C:9]([NH:11][C:12](=[O:19])OCC(Cl)(Cl)Cl)[CH:10]=1)([CH3:4])([CH3:3])[CH3:2].[NH2:27][C@@H:28]1[CH2:36][C:35]2[C:30](=[CH:31][CH:32]=[CH:33][CH:34]=2)[C@@H:29]1[OH:37].C(O)(=O)[C@@H]([C@H](C(O)=O)O)O.C(N(CC)C(C)C)(C)C. (5) Given the product [CH:1]1([C:5]2[N:6]([C:21]3[CH:22]=[CH:23][CH:24]=[CH:25][CH:26]=3)[C:7](=[O:20])[C:8]3[C:9](=[O:19])[C:10]4[CH:18]=[CH:17][CH:16]=[CH:15][C:11]=4[N:12]([CH3:27])[C:13]=3[CH:14]=2)[CH2:2][CH2:3][CH2:4]1, predict the reactants needed to synthesize it. The reactants are: [CH:1]1([C:5]2[N:6]([C:21]3[CH:26]=[CH:25][CH:24]=[CH:23][CH:22]=3)[C:7](=[O:20])[C:8]3[C:9](=[O:19])[C:10]4[CH:18]=[CH:17][CH:16]=[CH:15][C:11]=4[NH:12][C:13]=3[CH:14]=2)[CH2:4][CH2:3][CH2:2]1.[CH3:27]N(C=O)C.CI.